Dataset: Catalyst prediction with 721,799 reactions and 888 catalyst types from USPTO. Task: Predict which catalyst facilitates the given reaction. (1) Reactant: C(N(CC)CC)C.[CH3:8][O:9][C:10]([C:12]1[C:13]([C:18]2[CH:23]=[CH:22][C:21]([CH2:24][NH:25][C:26]3[CH:31]=[CH:30][CH:29]=[CH:28][CH:27]=3)=[CH:20][CH:19]=2)=[CH:14][CH:15]=[CH:16][CH:17]=1)=[O:11].[C:32](Cl)(=[O:37])[CH2:33][CH2:34][CH2:35][CH3:36]. Product: [CH3:8][O:9][C:10]([C:12]1[C:13]([C:18]2[CH:23]=[CH:22][C:21]([CH2:24][N:25]([C:26]3[CH:31]=[CH:30][CH:29]=[CH:28][CH:27]=3)[C:32](=[O:37])[CH2:33][CH2:34][CH2:35][CH3:36])=[CH:20][CH:19]=2)=[CH:14][CH:15]=[CH:16][CH:17]=1)=[O:11]. The catalyst class is: 4. (2) Reactant: COC1C=CC(N2CCN(C)CC2)=C2C=1CCN(C(=O)CC1[CH:27]=[CH:26][C:25]([S:28]([NH:31][CH2:32][CH2:33][CH3:34])(=[O:30])=[O:29])=[CH:24]C=1)C2.[CH3:36]N(C=O)C.[C:41]([N:48]1[CH:52]=[CH:51]N=C1)([N:43]1[CH:47]=[CH:46]N=[CH:44]1)=[O:42].[CH3:53][O:54][C:55]1[CH:64]=[CH:63][C:62]([N:65]2[CH2:70][CH2:69][N:68]([CH3:71])[CH2:67][CH2:66]2)=[C:61]2[C:56]=1CCNC2.[C:72]([O:75][CH2:76][CH3:77])(=O)C. Product: [CH3:72][O:75][C:76]1[CH:77]=[CH:36][C:32]([NH:31][S:28]([C:25]2[CH:24]=[CH:51][C:52]([NH:48][C:41]([N:43]3[CH2:44][CH2:61][C:56]4[C:46](=[C:62]([N:65]5[CH2:66][CH2:67][N:68]([CH3:71])[CH2:69][CH2:70]5)[CH:63]=[CH:64][C:55]=4[O:54][CH3:53])[CH2:47]3)=[O:42])=[CH:27][CH:26]=2)(=[O:29])=[O:30])=[CH:33][CH:34]=1. The catalyst class is: 4. (3) Reactant: [NH2:1][C:2]1[CH:7]=[CH:6][C:5]([S:8][CH:9]([CH2:14][CH2:15][N:16]2[C:21](=[O:22])[C:20]3[CH:23]=[C:24]([CH3:27])[CH:25]=[CH:26][C:19]=3[N:18]=[N:17]2)[C:10]([O:12][CH3:13])=[O:11])=[CH:4][CH:3]=1.N1C=CC=C[CH:29]=1.[C:34](Cl)(=[O:43])[C:35]1[CH:40]=[CH:39][C:38](OC)=[CH:37][CH:36]=1.O. Product: [CH3:27][C:24]1[CH:25]=[CH:26][C:19]2[N:18]=[N:17][N:16]([CH2:15][CH2:14][CH:9]([S:8][C:5]3[CH:6]=[CH:7][C:2]([NH:1][C:34]([C:35]4[CH:40]=[CH:39][C:38]([CH3:29])=[CH:37][CH:36]=4)=[O:43])=[CH:3][CH:4]=3)[C:10]([O:12][CH3:13])=[O:11])[C:21](=[O:22])[C:20]=2[CH:23]=1. The catalyst class is: 4. (4) Reactant: [Cl:1][C:2]1[CH:25]=[CH:24][C:5]([CH2:6][N:7]2[C:12](=[O:13])[C:11](Br)=[N:10][N:9]([C:15]3[CH:16]=[C:17]([CH:20]=[CH:21][CH:22]=3)[C:18]#[N:19])[C:8]2=[O:23])=[CH:4][CH:3]=1.[CH3:26][O-:27].[Na+]. Product: [Cl:1][C:2]1[CH:25]=[CH:24][C:5]([CH2:6][N:7]2[C:12](=[O:13])[C:11]([O:27][CH3:26])=[N:10][N:9]([C:15]3[CH:16]=[C:17]([CH:20]=[CH:21][CH:22]=3)[C:18]#[N:19])[C:8]2=[O:23])=[CH:4][CH:3]=1. The catalyst class is: 3. (5) Reactant: ClC1C(NC)=C(N)C=C(Cl)N=1.[Cl:12][C:13]1[C:18]2[N:19]([CH3:24])[C:20]([CH3:23])(O)[NH:21][C:17]=2[CH:16]=[C:15]([Cl:25])[N:14]=1.CO.CC1C=CC(S(O)(=O)=O)=CC=1. The catalyst class is: 52. Product: [Cl:12][C:13]1[C:18]2[N:19]([CH3:24])[C:20]([CH3:23])=[N:21][C:17]=2[CH:16]=[C:15]([Cl:25])[N:14]=1. (6) Reactant: [CH:1]1([N:6]2[C:11]3[N:12]=[C:13]([S:16][CH3:17])[N:14]=[CH:15][C:10]=3[CH:9]=[C:8]([O:18][CH2:19][CH2:20][O:21][CH2:22][CH3:23])[C:7]2=[O:24])[CH2:5][CH2:4][CH2:3][CH2:2]1.C1(S(N2C(C3C=CC=CC=3)O2)(=O)=[O:32])C=CC=CC=1. Product: [CH:1]1([N:6]2[C:11]3[N:12]=[C:13]([S:16]([CH3:17])=[O:32])[N:14]=[CH:15][C:10]=3[CH:9]=[C:8]([O:18][CH2:19][CH2:20][O:21][CH2:22][CH3:23])[C:7]2=[O:24])[CH2:2][CH2:3][CH2:4][CH2:5]1. The catalyst class is: 22.